This data is from Peptide-MHC class II binding affinity with 134,281 pairs from IEDB. The task is: Regression. Given a peptide amino acid sequence and an MHC pseudo amino acid sequence, predict their binding affinity value. This is MHC class II binding data. (1) The peptide sequence is IARLPQVASYVYRRI. The MHC is HLA-DQA10102-DQB10602 with pseudo-sequence HLA-DQA10102-DQB10602. The binding affinity (normalized) is 0.241. (2) The peptide sequence is LTQPLQQLTSLFSQV. The MHC is HLA-DQA10501-DQB10301 with pseudo-sequence HLA-DQA10501-DQB10301. The binding affinity (normalized) is 0.289. (3) The peptide sequence is TGSRWCCWPVVPVAL. The MHC is HLA-DQA10101-DQB10501 with pseudo-sequence HLA-DQA10101-DQB10501. The binding affinity (normalized) is 0.509. (4) The peptide sequence is YDKILANVSTVLTGK. The MHC is DRB1_1101 with pseudo-sequence DRB1_1101. The binding affinity (normalized) is 0.606. (5) The peptide sequence is QLGELYYAIHKASPV. The MHC is HLA-DQA10501-DQB10301 with pseudo-sequence HLA-DQA10501-DQB10301. The binding affinity (normalized) is 0.607. (6) The peptide sequence is GAVFLGFLGAAGSTMG. The MHC is DRB4_0101 with pseudo-sequence DRB4_0103. The binding affinity (normalized) is 0.267. (7) The peptide sequence is YLGYVIRDLAAMDGG. The MHC is DRB1_0901 with pseudo-sequence DRB1_0901. The binding affinity (normalized) is 0.442.